This data is from Full USPTO retrosynthesis dataset with 1.9M reactions from patents (1976-2016). The task is: Predict the reactants needed to synthesize the given product. Given the product [NH:1]1[C:9]2[C:4](=[CH:5][C:6]([O:10][C:11]3[CH:16]=[CH:15][N:14]=[C:13]([CH2:17][N:21]([CH3:19])[C:34](=[O:35])[O:36][C:37]([CH3:40])([CH3:39])[CH3:38])[CH:12]=3)=[CH:7][CH:8]=2)[CH:3]=[CH:2]1, predict the reactants needed to synthesize it. The reactants are: [NH:1]1[C:9]2[C:4](=[CH:5][C:6]([O:10][C:11]3[CH:16]=[CH:15][N:14]=[C:13]([CH2:17]O)[CH:12]=3)=[CH:7][CH:8]=2)[CH:3]=[CH:2]1.[CH2:19]([N:21](CC)CC)C.CS(Cl)(=O)=O.CN.O.[C:34](O[C:34]([O:36][C:37]([CH3:40])([CH3:39])[CH3:38])=[O:35])([O:36][C:37]([CH3:40])([CH3:39])[CH3:38])=[O:35].